From a dataset of NCI-60 drug combinations with 297,098 pairs across 59 cell lines. Regression. Given two drug SMILES strings and cell line genomic features, predict the synergy score measuring deviation from expected non-interaction effect. (1) Drug 1: C1CCC(CC1)NC(=O)N(CCCl)N=O. Drug 2: C1=NC2=C(N1)C(=S)N=CN2. Cell line: OVCAR-4. Synergy scores: CSS=24.4, Synergy_ZIP=-8.70, Synergy_Bliss=-12.7, Synergy_Loewe=-47.2, Synergy_HSA=-11.9. (2) Cell line: SK-OV-3. Synergy scores: CSS=2.46, Synergy_ZIP=-3.96, Synergy_Bliss=-4.71, Synergy_Loewe=-13.4, Synergy_HSA=-4.50. Drug 1: CC1C(C(CC(O1)OC2CC(CC3=C2C(=C4C(=C3O)C(=O)C5=C(C4=O)C(=CC=C5)OC)O)(C(=O)C)O)N)O.Cl. Drug 2: C1=CC(=CC=C1C#N)C(C2=CC=C(C=C2)C#N)N3C=NC=N3. (3) Drug 1: CC1CCCC2(C(O2)CC(NC(=O)CC(C(C(=O)C(C1O)C)(C)C)O)C(=CC3=CSC(=N3)C)C)C. Drug 2: CC12CCC3C(C1CCC2OP(=O)(O)O)CCC4=C3C=CC(=C4)OC(=O)N(CCCl)CCCl.[Na+]. Cell line: A498. Synergy scores: CSS=40.3, Synergy_ZIP=-8.05, Synergy_Bliss=-9.94, Synergy_Loewe=-25.1, Synergy_HSA=-3.52. (4) Drug 1: CC1=C(N=C(N=C1N)C(CC(=O)N)NCC(C(=O)N)N)C(=O)NC(C(C2=CN=CN2)OC3C(C(C(C(O3)CO)O)O)OC4C(C(C(C(O4)CO)O)OC(=O)N)O)C(=O)NC(C)C(C(C)C(=O)NC(C(C)O)C(=O)NCCC5=NC(=CS5)C6=NC(=CS6)C(=O)NCCC[S+](C)C)O. Drug 2: CN(CCCl)CCCl.Cl. Cell line: DU-145. Synergy scores: CSS=29.9, Synergy_ZIP=-4.26, Synergy_Bliss=-1.12, Synergy_Loewe=-4.25, Synergy_HSA=-0.245. (5) Drug 1: C1CCN(CC1)CCOC2=CC=C(C=C2)C(=O)C3=C(SC4=C3C=CC(=C4)O)C5=CC=C(C=C5)O. Drug 2: CN(CC1=CN=C2C(=N1)C(=NC(=N2)N)N)C3=CC=C(C=C3)C(=O)NC(CCC(=O)O)C(=O)O. Cell line: SK-MEL-2. Synergy scores: CSS=12.7, Synergy_ZIP=-0.322, Synergy_Bliss=2.23, Synergy_Loewe=-8.56, Synergy_HSA=-3.42.